From a dataset of Forward reaction prediction with 1.9M reactions from USPTO patents (1976-2016). Predict the product of the given reaction. (1) Given the reactants [CH3:1][N:2]1[C:6]([CH3:7])=[C:5]([C:8]([NH:10][C:11]2[CH:26]=[CH:25][C:14]([O:15][C:16]3[CH:21]=[CH:20][N:19]=[C:18](C(N)=O)[CH:17]=3)=[C:13]([F:27])[CH:12]=2)=[O:9])[C:4](=[O:28])[N:3]1[C:29]1[CH:34]=[CH:33][CH:32]=[CH:31][CH:30]=1.C(O)(=O)C.C(O)(=O)C.IC1C=CC=CC=1.CCOC(C)=O.CC#[N:58].O, predict the reaction product. The product is: [NH2:58][C:18]1[CH:17]=[C:16]([O:15][C:14]2[CH:25]=[CH:26][C:11]([NH:10][C:8]([C:5]3[C:4](=[O:28])[N:3]([C:29]4[CH:30]=[CH:31][CH:32]=[CH:33][CH:34]=4)[N:2]([CH3:1])[C:6]=3[CH3:7])=[O:9])=[CH:12][C:13]=2[F:27])[CH:21]=[CH:20][N:19]=1. (2) Given the reactants C(O[C:4]([C:6]1[N:11]=[CH:10][C:9]2[N:12]=[C:13]([C:15]3[CH:16]=[N:17][CH:18]=[CH:19][CH:20]=3)[S:14][C:8]=2[C:7]=1[OH:21])=[O:5])C.[NH2:22][CH2:23][C:24]([OH:26])=[O:25], predict the reaction product. The product is: [OH:21][C:7]1[C:8]2[S:14][C:13]([C:15]3[CH:16]=[N:17][CH:18]=[CH:19][CH:20]=3)=[N:12][C:9]=2[CH:10]=[N:11][C:6]=1[C:4]([NH:22][CH2:23][C:24]([OH:26])=[O:25])=[O:5]. (3) Given the reactants [CH:1]1([C:6]([OH:23])([C:17]#[C:18][Si](C)(C)C)[CH2:7][C:8]2[O:13][C:12]([CH3:15])([CH3:14])[O:11][C:10](=[O:16])[CH:9]=2)[CH2:5][CH2:4][CH2:3][CH2:2]1.[F-].[Cs+], predict the reaction product. The product is: [CH:1]1([C:6]([OH:23])([C:17]#[CH:18])[CH2:7][C:8]2[O:13][C:12]([CH3:15])([CH3:14])[O:11][C:10](=[O:16])[CH:9]=2)[CH2:5][CH2:4][CH2:3][CH2:2]1.